Task: Regression. Given two drug SMILES strings and cell line genomic features, predict the synergy score measuring deviation from expected non-interaction effect.. Dataset: NCI-60 drug combinations with 297,098 pairs across 59 cell lines (1) Drug 1: C1=CN(C(=O)N=C1N)C2C(C(C(O2)CO)O)O.Cl. Drug 2: CC=C1C(=O)NC(C(=O)OC2CC(=O)NC(C(=O)NC(CSSCCC=C2)C(=O)N1)C(C)C)C(C)C. Cell line: DU-145. Synergy scores: CSS=62.3, Synergy_ZIP=0.809, Synergy_Bliss=-0.191, Synergy_Loewe=-2.09, Synergy_HSA=1.60. (2) Drug 1: C1CN1P(=S)(N2CC2)N3CC3. Drug 2: C1CN(CCN1C(=O)CCBr)C(=O)CCBr. Cell line: CCRF-CEM. Synergy scores: CSS=92.0, Synergy_ZIP=-0.673, Synergy_Bliss=0.134, Synergy_Loewe=-0.190, Synergy_HSA=3.41. (3) Drug 1: C1CN1C2=NC(=NC(=N2)N3CC3)N4CC4. Drug 2: CCN(CC)CCCC(C)NC1=C2C=C(C=CC2=NC3=C1C=CC(=C3)Cl)OC. Cell line: COLO 205. Synergy scores: CSS=37.0, Synergy_ZIP=-7.81, Synergy_Bliss=-6.61, Synergy_Loewe=-5.50, Synergy_HSA=-1.73. (4) Drug 1: CC1=C(C(=O)C2=C(C1=O)N3CC4C(C3(C2COC(=O)N)OC)N4)N. Drug 2: CC1C(C(CC(O1)OC2CC(CC3=C2C(=C4C(=C3O)C(=O)C5=CC=CC=C5C4=O)O)(C(=O)C)O)N)O. Cell line: U251. Synergy scores: CSS=42.8, Synergy_ZIP=-7.55, Synergy_Bliss=-6.09, Synergy_Loewe=-2.52, Synergy_HSA=0.498. (5) Drug 2: C(CC(=O)O)C(=O)CN.Cl. Cell line: SNB-75. Synergy scores: CSS=17.9, Synergy_ZIP=-8.64, Synergy_Bliss=0.608, Synergy_Loewe=-12.1, Synergy_HSA=1.23. Drug 1: CCC1=C2CN3C(=CC4=C(C3=O)COC(=O)C4(CC)O)C2=NC5=C1C=C(C=C5)O. (6) Drug 1: C1CN1C2=NC(=NC(=N2)N3CC3)N4CC4. Drug 2: CC1CCCC2(C(O2)CC(NC(=O)CC(C(C(=O)C(C1O)C)(C)C)O)C(=CC3=CSC(=N3)C)C)C. Cell line: MDA-MB-231. Synergy scores: CSS=31.6, Synergy_ZIP=-4.24, Synergy_Bliss=-4.93, Synergy_Loewe=-2.86, Synergy_HSA=-2.08. (7) Drug 1: C1=CC(=CC=C1C#N)C(C2=CC=C(C=C2)C#N)N3C=NC=N3. Drug 2: CC(C)(C#N)C1=CC(=CC(=C1)CN2C=NC=N2)C(C)(C)C#N. Cell line: UACC62. Synergy scores: CSS=-2.41, Synergy_ZIP=1.95, Synergy_Bliss=1.22, Synergy_Loewe=-2.53, Synergy_HSA=-2.30. (8) Drug 1: C1=NC(=NC(=O)N1C2C(C(C(O2)CO)O)O)N. Drug 2: C1CC(=O)NC(=O)C1N2C(=O)C3=CC=CC=C3C2=O. Cell line: HL-60(TB). Synergy scores: CSS=37.6, Synergy_ZIP=0.926, Synergy_Bliss=2.87, Synergy_Loewe=-42.9, Synergy_HSA=1.64. (9) Drug 1: C1=NC2=C(N1)C(=S)N=C(N2)N. Drug 2: CN1C2=C(C=C(C=C2)N(CCCl)CCCl)N=C1CCCC(=O)O.Cl. Cell line: SNB-75. Synergy scores: CSS=-1.06, Synergy_ZIP=-4.34, Synergy_Bliss=-5.11, Synergy_Loewe=-11.5, Synergy_HSA=-5.72. (10) Drug 1: COC1=CC(=CC(=C1O)OC)C2C3C(COC3=O)C(C4=CC5=C(C=C24)OCO5)OC6C(C(C7C(O6)COC(O7)C8=CC=CS8)O)O. Drug 2: CCN(CC)CCNC(=O)C1=C(NC(=C1C)C=C2C3=C(C=CC(=C3)F)NC2=O)C. Cell line: 786-0. Synergy scores: CSS=15.7, Synergy_ZIP=1.24, Synergy_Bliss=0.648, Synergy_Loewe=-18.7, Synergy_HSA=-1.90.